Predict the product of the given reaction. From a dataset of Forward reaction prediction with 1.9M reactions from USPTO patents (1976-2016). (1) Given the reactants [Br:1][CH2:2][CH2:3][CH2:4][CH2:5][CH2:6][CH2:7][O:8][CH2:9][CH2:10][C:11]#[C:12][C:13]1[CH:18]=[CH:17][CH:16]=[C:15]([S:19]([CH:22]2[CH2:26][CH2:25][CH2:24][CH2:23]2)(=[O:21])=[O:20])[CH:14]=1, predict the reaction product. The product is: [Br:1][CH2:2][CH2:3][CH2:4][CH2:5][CH2:6][CH2:7][O:8][CH2:9][CH2:10][CH2:11][CH2:12][C:13]1[CH:18]=[CH:17][CH:16]=[C:15]([S:19]([CH:22]2[CH2:23][CH2:24][CH2:25][CH2:26]2)(=[O:21])=[O:20])[CH:14]=1. (2) Given the reactants [NH2:1][CH2:2][C@H:3]([NH:8][C:9]([C:11]1[C:12]([C:22]([F:25])([F:24])[F:23])=[N:13][N:14]([C:16]2[CH:21]=[CH:20][CH:19]=[CH:18][CH:17]=2)[CH:15]=1)=[O:10])[C:4]([O:6][CH3:7])=[O:5].[CH2:26]([O:28][C:29]1[CH:37]=[CH:36][C:32]([C:33](O)=[O:34])=[CH:31][CH:30]=1)[CH3:27], predict the reaction product. The product is: [CH2:26]([O:28][C:29]1[CH:37]=[CH:36][C:32]([C:33]([NH:1][CH2:2][C@H:3]([NH:8][C:9]([C:11]2[C:12]([C:22]([F:25])([F:24])[F:23])=[N:13][N:14]([C:16]3[CH:21]=[CH:20][CH:19]=[CH:18][CH:17]=3)[CH:15]=2)=[O:10])[C:4]([O:6][CH3:7])=[O:5])=[O:34])=[CH:31][CH:30]=1)[CH3:27]. (3) The product is: [CH3:8][C:5]1[CH:6]=[CH:7][C:2]([NH:9][C:10]2[CH:15]=[CH:14][CH:13]=[CH:12][N:11]=2)=[N:3][CH:4]=1. Given the reactants Br[C:2]1[CH:7]=[CH:6][C:5]([CH3:8])=[CH:4][N:3]=1.[NH2:9][C:10]1[CH:15]=[CH:14][CH:13]=[CH:12][N:11]=1.CC(C)([O-])C.[K+], predict the reaction product. (4) Given the reactants C([O:5][N:6]=[C:7]1[C:16]2[C:11](=[CH:12][CH:13]=[C:14]([OH:17])[CH:15]=2)[O:10][C:9]([C:18]2[N:23]=[CH:22][N:21]3[CH:24]=[CH:25][CH:26]=[C:20]3[CH:19]=2)=[CH:8]1)(C)(C)C.Cl.[Cl:28][CH2:29][CH2:30][CH2:31][N:32]([CH3:34])[CH3:33].Cl, predict the reaction product. The product is: [CH3:33][N:32]([CH3:34])[CH2:31][CH2:30][CH2:29][O:17][C:14]1[CH:15]=[C:16]2[C:11](=[CH:12][CH:13]=1)[O:10][C:9]([C:18]1[N:23]=[CH:22][N:21]3[CH:24]=[CH:25][CH:26]=[C:20]3[CH:19]=1)=[CH:8][C:7]2=[N:6][OH:5].[ClH:28].[CH3:33][N:32]([CH3:34])[CH2:31][CH2:30][CH2:29][O:17][C:14]1[CH:15]=[C:16]2[C:11](=[CH:12][CH:13]=1)[O:10][C:9]([C:18]1[N:23]=[CH:22][N:21]3[CH:24]=[CH:25][CH:26]=[C:20]3[CH:19]=1)=[CH:8][C:7]2=[N:6][OH:5].